Dataset: Reaction yield outcomes from USPTO patents with 853,638 reactions. Task: Predict the reaction yield, written as a fraction of the theoretical maximum amount of product (1.0 means a 100% yield; for example, 0.34 means a 34% yield). The catalyst is CN(C=O)C. The reactants are CN(C)/[CH:3]=[CH:4]/[CH:5]=O.[Cl:8][C:9]1[CH:14]=[CH:13][C:12]([C:15](=[O:19])[CH2:16][C:17]#[N:18])=[C:11](F)[CH:10]=1.C(O)(=[O:23])C.C(OCC)(=O)C. The product is [Cl:8][C:9]1[CH:10]=[C:11]2[C:12]([C:15](=[O:19])[C:16]3[C:17]([O:23]2)=[N:18][CH:3]=[CH:4][CH:5]=3)=[CH:13][CH:14]=1. The yield is 0.100.